Task: Predict the product of the given reaction.. Dataset: Forward reaction prediction with 1.9M reactions from USPTO patents (1976-2016) (1) Given the reactants [F:1][C:2]1[CH:18]=[CH:17][CH:16]=[C:15]([F:19])[C:3]=1[C:4]([NH:6][C:7]1[C:8]([C:12]([OH:14])=O)=[N:9][NH:10][CH:11]=1)=[O:5].[NH2:20][C:21]1[C:28]([NH2:29])=[CH:27][CH:26]=[CH:25][C:22]=1[CH2:23][OH:24].C(Cl)CCl.C1C=CC2N(O)N=NC=2C=1, predict the reaction product. The product is: [NH2:20][C:21]1[C:22]([CH2:23][OH:24])=[CH:25][CH:26]=[CH:27][C:28]=1[NH:29][C:12]([C:8]1[C:7]([NH:6][C:4](=[O:5])[C:3]2[C:15]([F:19])=[CH:16][CH:17]=[CH:18][C:2]=2[F:1])=[CH:11][NH:10][N:9]=1)=[O:14]. (2) The product is: [C:28]([NH:31][NH:32][C:6]([C:5]1[CH:9]=[CH:10][C:2]([CH3:1])=[C:3]([NH:11][C:12](=[O:27])[C:13]2[CH:18]=[CH:17][C:16]([O:19][CH2:20][C:21]3[CH:26]=[CH:25][CH:24]=[CH:23][N:22]=3)=[CH:15][CH:14]=2)[CH:4]=1)=[O:7])(=[O:30])[CH3:29]. Given the reactants [CH3:1][C:2]1[CH:10]=[CH:9][C:5]([C:6](O)=[O:7])=[CH:4][C:3]=1[NH:11][C:12](=[O:27])[C:13]1[CH:18]=[CH:17][C:16]([O:19][CH2:20][C:21]2[CH:26]=[CH:25][CH:24]=[CH:23][N:22]=2)=[CH:15][CH:14]=1.[C:28]([NH:31][NH2:32])(=[O:30])[CH3:29].CCN(C(C)C)C(C)C.CN(C(ON1N=NC2C=CC=NC1=2)=[N+](C)C)C.F[P-](F)(F)(F)(F)F, predict the reaction product. (3) Given the reactants [C:1]([O:5][C:6]([O:8][N:9]1[CH2:14][CH2:13][CH:12]([OH:15])[CH2:11][CH2:10]1)=[O:7])([CH3:4])([CH3:3])[CH3:2].[CH3:16][S:17](Cl)(=[O:19])=[O:18].CCOC(C)=O.O, predict the reaction product. The product is: [CH3:16][S:17]([O:15][CH:12]1[CH2:13][CH2:14][N:9]([O:8][C:6]([O:5][C:1]([CH3:4])([CH3:2])[CH3:3])=[O:7])[CH2:10][CH2:11]1)(=[O:19])=[O:18]. (4) Given the reactants [I:1][CH2:2][CH2:3][C@H:4]([C:6]1[CH:11]=[CH:10][CH:9]=[CH:8][CH:7]=1)[OH:5].[F:12][C:13]1[C:21]2[CH:20]=[C:19]([C:22]#[N:23])[S:18][C:17]=2[C:16](O)=[CH:15][CH:14]=1, predict the reaction product. The product is: [F:12][C:13]1[C:21]2[CH:20]=[C:19]([C:22]#[N:23])[S:18][C:17]=2[C:16]([O:5][C@H:4]([C:6]2[CH:11]=[CH:10][CH:9]=[CH:8][CH:7]=2)[CH2:3][CH2:2][I:1])=[CH:15][CH:14]=1. (5) Given the reactants [Cl:1][C:2]1[CH:10]=[C:9]([Cl:11])[CH:8]=[CH:7][C:3]=1[C:4]([OH:6])=O.CN(C(ON1N=NC2C=CC=CC1=2)=[N+](C)C)C.[B-](F)(F)(F)F.[CH3:34][NH:35][C:36]1[N:41]=[C:40]([CH2:42][CH2:43][O:44][C:45]2[CH:57]=[CH:56][C:48]([CH2:49][C@@H:50]([C:52]([O:54]C)=[O:53])[NH2:51])=[CH:47][CH:46]=2)[CH:39]=[CH:38][CH:37]=1.[Li+].[OH-], predict the reaction product. The product is: [Cl:1][C:2]1[CH:10]=[C:9]([Cl:11])[CH:8]=[CH:7][C:3]=1[C:4]([NH:51][C@H:50]([C:52]([OH:54])=[O:53])[CH2:49][C:48]1[CH:56]=[CH:57][C:45]([O:44][CH2:43][CH2:42][C:40]2[CH:39]=[CH:38][CH:37]=[C:36]([NH:35][CH3:34])[N:41]=2)=[CH:46][CH:47]=1)=[O:6].